The task is: Binary Classification. Given a miRNA mature sequence and a target amino acid sequence, predict their likelihood of interaction.. This data is from Experimentally validated miRNA-target interactions with 360,000+ pairs, plus equal number of negative samples. (1) The miRNA is hsa-miR-3679-5p with sequence UGAGGAUAUGGCAGGGAAGGGGA. The protein sequence of the target gene is MPLALTLLLLSGLGAPGGWGCLQCDPLVLEALGHLRSALIPSRFQLEQLQARAGAVLMGMEGPFFRDYALNVFVGKVETNQLDLVASFVKNQTQHLMGNSLKDEPLLEELVTLRANVIKEFKKVLISYELKACNPKLCRLLKEEVLDCLHCQRITPKCIHKKYCFVDRQPRVALQYQMDSKYPRNQALLGILISVSLAVFVFVVIVVSACTYRQNRKLLLQ. Result: 0 (no interaction). (2) The miRNA is cel-miR-238-3p with sequence UUUGUACUCCGAUGCCAUUCAGA. The protein sequence of the target gene is MAMCASPRPFRRVGSAGAAALAAGGAGGAERRGRPAPLQDETLGVASVPSQWRSVQGIRGETKSCQTAGIATAESSAQARTHADAQVQTEAPEEPAAMAPVSQYDTLRLEAFLRRVEAMVIRELNNNWQSHAFDGYEVNWTEQQQTVSCLHTLVYPLAQGQGLHVTGISWNSTGSVLACAYGRLDDGDWSTLKSYVCTWNLDRQGLNPQQPSVVVEVPSAVMCLAFHPTQPSHIAGGLYSGEVLVWDMSRPEDPLLWRTGLTDDTHTDPVYQVLWLPEPRHSHRFQVLSAATDGKVLLWR.... Result: 0 (no interaction). (3) Result: 1 (interaction). The protein sequence of the target gene is MAGYLSPAAYLYVEEQEYLQAYEDVLERYKDERDKVQKKTFTKWINQHLMKVRKHVNDLYEDLRDGHNLISLLEVLSGDTLPREKGRMRFHRLQNVQIALDYLKRRQVKLVNIRNDDITDGNPKLTLGLIWTIILHFQISDIHVTGESEDMSAKERLLLWTQQATEGYAGIRCENFTTCWRDGKLFNAIIHKYRPDLIDMNTVAVQSNLANLEHAFYVAEKIGVIRLLDPEDVDVSSPDEKSVITYVSSLYDAFPKVPEGGEGIGANDVEVKWIEYQNMVNYLIQWIRHHVTTMSERTFP.... The miRNA is hsa-miR-7156-3p with sequence CUGCAGCCACUUGGGGAACUGGU. (4) The miRNA is hsa-miR-4487 with sequence AGAGCUGGCUGAAGGGCAG. The protein sequence of the target gene is MKLLSLVAVVGCLLVPPAEANKSSEDIRCKCICPPYRNISGHIYNQNVSQKDCNCLHVVEPMPVPGHDVEAYCLLCECRYEERSTTTIKVIIVIYLSVVGALLLYMAFLMLVDPLIRKPDAYTEQLHNEEENEDARSMAAAAASLGGPRANTVLERVEGAQQRWKLQVQEQRKTVFDRHKMLS. Result: 1 (interaction).